From a dataset of Full USPTO retrosynthesis dataset with 1.9M reactions from patents (1976-2016). Predict the reactants needed to synthesize the given product. (1) Given the product [F:1][C:2]1([F:8])[CH2:4][CH:3]1[C:5]1[O:6][N:22]=[C:23]([C:25]2[CH:26]=[CH:27][C:28]([CH3:43])=[C:29]([NH:31][C:32]([C:34]3[N:38]4[CH:39]=[CH:40][CH:41]=[CH:42][C:37]4=[N:36][CH:35]=3)=[O:33])[CH:30]=2)[N:24]=1, predict the reactants needed to synthesize it. The reactants are: [F:1][C:2]1([F:8])[CH2:4][CH:3]1[C:5](O)=[O:6].C(N1C=CN=C1)(N1C=CN=C1)=O.O[N:22]=[C:23]([C:25]1[CH:26]=[CH:27][C:28]([CH3:43])=[C:29]([NH:31][C:32]([C:34]2[N:38]3[CH:39]=[CH:40][CH:41]=[CH:42][C:37]3=[N:36][CH:35]=2)=[O:33])[CH:30]=1)[NH2:24]. (2) Given the product [NH:18]1[CH:22]=[C:21]([C:23]2[CH:24]=[C:25]([C:26]([N:12]3[CH2:13][CH:8]([CH2:7][O:6][C:5]4[CH:4]=[CH:3][C:2]([Cl:1])=[CH:17][CH:16]=4)[CH2:9][C:10]([F:15])([F:14])[CH2:11]3)=[O:27])[CH:29]=[CH:30][CH:31]=2)[CH:20]=[N:19]1, predict the reactants needed to synthesize it. The reactants are: [Cl:1][C:2]1[CH:17]=[CH:16][C:5]([O:6][CH2:7][CH:8]2[CH2:13][NH:12][CH2:11][C:10]([F:15])([F:14])[CH2:9]2)=[CH:4][CH:3]=1.[NH:18]1[CH:22]=[C:21]([C:23]2[CH:24]=[C:25]([CH:29]=[CH:30][CH:31]=2)[C:26](O)=[O:27])[CH:20]=[N:19]1.Cl.CN(C)CCCN=C=NCC.C(N(CC)C(C)C)(C)C. (3) The reactants are: Br[C:2]1[N:6]([CH:7]2[CH2:9][CH2:8]2)[C:5]2[CH:10]([C:23]3[CH:28]=[CH:27][C:26]([Cl:29])=[CH:25][CH:24]=3)[N:11]([C:14]3[CH:19]=[C:18]([Cl:20])[C:17](=[O:21])[N:16]([CH3:22])[CH:15]=3)[C:12](=[O:13])[C:4]=2[CH:3]=1.[CH3:30][O:31][C:32]1[N:37]=[CH:36][C:35](B(O)O)=[CH:34][N:33]=1.C(Cl)Cl.CO.N. Given the product [Cl:20][C:18]1[C:17](=[O:21])[N:16]([CH3:22])[CH:15]=[C:14]([N:11]2[C:12](=[O:13])[C:4]3[CH:3]=[C:2]([C:35]4[CH:34]=[N:33][C:32]([O:31][CH3:30])=[N:37][CH:36]=4)[N:6]([CH:7]4[CH2:9][CH2:8]4)[C:5]=3[CH:10]2[C:23]2[CH:28]=[CH:27][C:26]([Cl:29])=[CH:25][CH:24]=2)[CH:19]=1, predict the reactants needed to synthesize it.